Dataset: Full USPTO retrosynthesis dataset with 1.9M reactions from patents (1976-2016). Task: Predict the reactants needed to synthesize the given product. (1) Given the product [CH2:11]([O:15][CH2:16][C:17]1[CH:18]=[CH:19][C:20]([CH2:23][C:24]2[CH:2]=[C:1]([C:3]3[C:4]([NH2:10])=[N:5][C:6]([NH2:9])=[CH:7][CH:8]=3)[O:26][N:25]=2)=[CH:21][CH:22]=1)[CH2:12][CH2:13][CH3:14], predict the reactants needed to synthesize it. The reactants are: [C:1]([C:3]1[C:4]([NH2:10])=[N:5][C:6]([NH2:9])=[CH:7][CH:8]=1)#[CH:2].[CH2:11]([O:15][CH2:16][C:17]1[CH:22]=[CH:21][C:20]([CH2:23][C:24](Cl)=[N:25][OH:26])=[CH:19][CH:18]=1)[CH2:12][CH2:13][CH3:14].C(N(CC)CC)C. (2) Given the product [F:9][C:5]1[CH:6]=[C:7]2[CH:13]=[C:11]([C:10]([OH:15])=[O:14])[NH:1][C:2]2=[N:3][CH:4]=1, predict the reactants needed to synthesize it. The reactants are: [NH2:1][C:2]1[C:7](I)=[CH:6][C:5]([F:9])=[CH:4][N:3]=1.[C:10]([OH:15])(=[O:14])[C:11]([CH3:13])=O.N12CCN(CC1)CC2. (3) Given the product [CH:1]1([NH:4][C:5](=[O:31])[C:6]2[CH:11]=[CH:10][C:9]([CH3:12])=[C:8]([N:13]3[CH:22]=[CH:21][C:20]4[C:15](=[CH:16][C:17]([O:23][CH:24]5[CH2:29][CH2:28][N:27]([CH2:33][CH3:34])[CH2:26][CH2:25]5)=[CH:18][CH:19]=4)[C:14]3=[O:30])[CH:7]=2)[CH2:3][CH2:2]1, predict the reactants needed to synthesize it. The reactants are: [CH:1]1([NH:4][C:5](=[O:31])[C:6]2[CH:11]=[CH:10][C:9]([CH3:12])=[C:8]([N:13]3[CH:22]=[CH:21][C:20]4[C:15](=[CH:16][C:17]([O:23][CH:24]5[CH2:29][CH2:28][NH:27][CH2:26][CH2:25]5)=[CH:18][CH:19]=4)[C:14]3=[O:30])[CH:7]=2)[CH2:3][CH2:2]1.I[CH2:33][CH3:34].C(=O)([O-])[O-].[K+].[K+]. (4) Given the product [CH3:34][C:30]1[CH:29]=[C:28]([NH:27][C:25]([NH:24][C:21]2[CH:20]=[CH:19][C:18]([C:16]3[CH:17]=[C:9]([O:8][CH2:7][C:6]([OH:36])=[O:5])[CH:10]=[C:11]4[C:15]=3[CH2:14][NH:13][C:12]4=[O:35])=[CH:23][CH:22]=2)=[O:26])[CH:33]=[CH:32][CH:31]=1, predict the reactants needed to synthesize it. The reactants are: C([O:5][C:6](=[O:36])[CH2:7][O:8][C:9]1[CH:10]=[C:11]2[C:15](=[C:16]([C:18]3[CH:23]=[CH:22][C:21]([NH:24][C:25]([NH:27][C:28]4[CH:33]=[CH:32][CH:31]=[C:30]([CH3:34])[CH:29]=4)=[O:26])=[CH:20][CH:19]=3)[CH:17]=1)[CH2:14][NH:13][C:12]2=[O:35])(C)(C)C. (5) Given the product [N+:8]([C:3]1[CH:4]=[CH:5][CH:6]=[CH:7][C:2]=1[NH:11][C:12]1[CH:19]=[CH:18][CH:17]=[CH:16][C:13]=1[C:14]#[N:15])([O-:10])=[O:9], predict the reactants needed to synthesize it. The reactants are: F[C:2]1[CH:7]=[CH:6][CH:5]=[CH:4][C:3]=1[N+:8]([O-:10])=[O:9].[NH2:11][C:12]1[CH:19]=[CH:18][CH:17]=[CH:16][C:13]=1[C:14]#[N:15].O.[OH-].[Li+]. (6) Given the product [C:29]([NH:15][CH:14]([CH2:16][C:17]1[CH:22]=[CH:21][C:20]([O:23][C:24]([F:25])([F:26])[F:27])=[CH:19][CH:18]=1)[C:13]([O:12][CH3:11])=[O:28])(=[O:30])[CH3:1], predict the reactants needed to synthesize it. The reactants are: [CH2:1](N(C(C)C)C(C)C)C.C[C:11]1[O:12][C:13](=[O:28])[C:14](=[CH:16][C:17]2[CH:22]=[CH:21][C:20]([O:23][C:24]([F:27])([F:26])[F:25])=[CH:19][CH:18]=2)[N:15]=1.[CH3:29][OH:30]. (7) Given the product [N+:1]([C:4]1[CH:9]=[CH:8][CH:7]=[CH:6][C:5]=1[O:10][C:21](=[O:22])[C:18]1[CH:17]=[CH:16][C:15]([C:13]([O:12][CH3:11])=[O:14])=[CH:20][CH:19]=1)([O-:3])=[O:2], predict the reactants needed to synthesize it. The reactants are: [N+:1]([C:4]1[CH:9]=[CH:8][CH:7]=[CH:6][C:5]=1[OH:10])([O-:3])=[O:2].[CH3:11][O:12][C:13]([C:15]1[CH:20]=[CH:19][C:18]([C:21](Cl)=[O:22])=[CH:17][CH:16]=1)=[O:14].